This data is from Full USPTO retrosynthesis dataset with 1.9M reactions from patents (1976-2016). The task is: Predict the reactants needed to synthesize the given product. Given the product [CH2:16]([N:7]1[CH:6]([C:12]([O:14][CH3:15])=[O:13])[CH2:5][C:4]2[C:9](=[CH:10][CH:11]=[C:2]([F:1])[CH:3]=2)[CH2:8]1)[C:17]1[CH:22]=[CH:21][CH:20]=[CH:19][CH:18]=1, predict the reactants needed to synthesize it. The reactants are: [F:1][C:2]1[CH:3]=[C:4]2[C:9](=[CH:10][CH:11]=1)[CH2:8][NH:7][CH:6]([C:12]([O:14][CH3:15])=[O:13])[CH2:5]2.[CH2:16](Cl)[C:17]1[CH:22]=[CH:21][CH:20]=[CH:19][CH:18]=1.C(=O)([O-])[O-].[K+].[K+].O.